Dataset: Full USPTO retrosynthesis dataset with 1.9M reactions from patents (1976-2016). Task: Predict the reactants needed to synthesize the given product. Given the product [CH2:56]([O:55][C:41]([O:40][CH2:38][CH3:39])([C:44]1[CH:49]=[C:48]([CH3:50])[N:47]=[C:46]([CH2:51][CH:52]([CH3:53])[CH3:54])[CH:45]=1)[CH2:42][NH:43][C:9](=[O:10])[C:7]1[CH:6]=[C:5]([CH3:12])[N:4]=[C:3]([CH3:2])[CH:8]=1)[CH3:57], predict the reactants needed to synthesize it. The reactants are: Cl.[CH3:2][C:3]1[CH:8]=[C:7]([C:9](O)=[O:10])[CH:6]=[C:5]([CH3:12])[N:4]=1.C(Cl)CCl.C1C=CC2N(O)N=NC=2C=1.C(N(C(C)C)C(C)C)C.Cl.Cl.[CH2:38]([O:40][C:41]([O:55][CH2:56][CH3:57])([C:44]1[CH:49]=[C:48]([CH3:50])[N:47]=[C:46]([CH2:51][CH:52]([CH3:54])[CH3:53])[CH:45]=1)[CH2:42][NH2:43])[CH3:39].